Dataset: Reaction yield outcomes from USPTO patents with 853,638 reactions. Task: Predict the reaction yield, written as a fraction of the theoretical maximum amount of product (1.0 means a 100% yield; for example, 0.34 means a 34% yield). (1) The reactants are Br[C:2]1[CH:3]=[C:4]2[C:10]([C:11]([C:13]3[CH:18]=[CH:17][CH:16]=[CH:15][CH:14]=3)=[O:12])=[CH:9][NH:8][C:5]2=[N:6][CH:7]=1.[OH:19][C:20]1[CH:21]=[C:22](B(O)O)[CH:23]=[CH:24][CH:25]=1.C(#N)C.C(=O)([O-])[O-].[Na+].[Na+]. The catalyst is O.CN(C=O)C.Cl[Pd-2](Cl)(P(C1C=CC=CC=1)(C1C=CC=CC=1)C1C=CC=CC=1)P(C1C=CC=CC=1)(C1C=CC=CC=1)C1C=CC=CC=1. The product is [OH:19][C:20]1[CH:25]=[C:24]([C:2]2[CH:3]=[C:4]3[C:10]([C:11]([C:13]4[CH:18]=[CH:17][CH:16]=[CH:15][CH:14]=4)=[O:12])=[CH:9][NH:8][C:5]3=[N:6][CH:7]=2)[CH:23]=[CH:22][CH:21]=1. The yield is 0.710. (2) The reactants are C([NH:4][C:5]([NH2:7])=[NH:6])(=O)C.Br[CH2:9][C:10](=O)[CH2:11][CH2:12][C:13]1[CH:18]=[CH:17][CH:16]=[CH:15][CH:14]=1. The catalyst is CN(C)C=O. The product is [CH2:11]([C:10]1[NH:6][C:5]([NH2:7])=[N:4][CH:9]=1)[CH2:12][C:13]1[CH:18]=[CH:17][CH:16]=[CH:15][CH:14]=1. The yield is 0.0500. (3) The reactants are [Br-].[CH2:2]([P+](C1C=CC=CC=1)(C1C=CC=CC=1)C1C=CC=CC=1)[CH2:3][CH:4]([CH3:6])[CH3:5].CC(C)([O-])C.[K+].[F:32][C:33]1[CH:34]=[C:35]([N:40]2[C:45](=[O:46])[C:44]([CH2:47][CH2:48][CH:49]=O)=[C:43]([C:51]3[CH:56]=[CH:55][C:54]([S:57]([CH3:60])(=[O:59])=[O:58])=[CH:53][CH:52]=3)[CH:42]=[N:41]2)[CH:36]=[CH:37][C:38]=1[F:39]. The catalyst is C1(C)C=CC=CC=1. The product is [F:32][C:33]1[CH:34]=[C:35]([N:40]2[C:45](=[O:46])[C:44]([CH2:47][CH2:48][CH:49]=[CH:2][CH2:3][CH:4]([CH3:6])[CH3:5])=[C:43]([C:51]3[CH:56]=[CH:55][C:54]([S:57]([CH3:60])(=[O:58])=[O:59])=[CH:53][CH:52]=3)[CH:42]=[N:41]2)[CH:36]=[CH:37][C:38]=1[F:39]. The yield is 0.130.